Dataset: Catalyst prediction with 721,799 reactions and 888 catalyst types from USPTO. Task: Predict which catalyst facilitates the given reaction. (1) Reactant: [C:1]([Mg]Br)([CH3:3])=[CH2:2].[F:6][C:7]1[CH:12]=[CH:11][CH:10]=[CH:9][C:8]=1[N+:13]([O-])=O.[NH4+].[Cl-]. Product: [F:6][C:7]1[CH:12]=[CH:11][CH:10]=[C:9]2[C:8]=1[NH:13][C:1]([CH3:3])=[CH:2]2. The catalyst class is: 1. (2) Reactant: [Br:1][C:2]1[S:6][C:5]([NH2:7])=[N:4][C:3]=1[C:8]1[C:13]([CH3:14])=[CH:12][C:11]([O:15][C:16]2[CH:21]=[CH:20][C:19]([O:22][CH3:23])=[CH:18][CH:17]=2)=[CH:10][C:9]=1[CH3:24].C(N(CC)CC)C.Cl.[C:33](Cl)(=[O:40])[C:34]1[CH:39]=[CH:38][N:37]=[CH:36][CH:35]=1. Product: [Br:1][C:2]1[S:6][C:5]([NH:7][C:33](=[O:40])[C:34]2[CH:39]=[CH:38][N:37]=[CH:36][CH:35]=2)=[N:4][C:3]=1[C:8]1[C:13]([CH3:14])=[CH:12][C:11]([O:15][C:16]2[CH:21]=[CH:20][C:19]([O:22][CH3:23])=[CH:18][CH:17]=2)=[CH:10][C:9]=1[CH3:24]. The catalyst class is: 2. (3) Reactant: [CH3:1][CH2:2][C:3]1[CH:4]=[C:5]([C:9]([NH2:11])=[S:10])[CH:6]=[CH:7][N:8]=1.Cl[CH2:13][C:14](=O)[CH2:15][C:16]([O:18][CH3:19])=[O:17]. Product: [CH2:2]([C:3]1[CH:4]=[C:5]([C:9]2[S:10][CH:13]=[C:14]([CH2:15][C:16]([O:18][CH3:19])=[O:17])[N:11]=2)[CH:6]=[CH:7][N:8]=1)[CH3:1]. The catalyst class is: 5. (4) Reactant: [C:12]([O:11][C:9](O[C:9]([O:11][C:12]([CH3:15])([CH3:14])[CH3:13])=[O:10])=[O:10])([CH3:15])([CH3:14])[CH3:13].Cl.[C:17]([C:19]1([C:25]2[CH:30]=[CH:29][CH:28]=[CH:27][CH:26]=2)[CH2:24][CH2:23][NH:22][CH2:21][CH2:20]1)#[N:18].C(=O)([O-])[O-].[Na+].[Na+]. Product: [NH2:18][CH2:17][C:19]1([C:25]2[CH:30]=[CH:29][CH:28]=[CH:27][CH:26]=2)[CH2:20][CH2:21][N:22]([C:9]([O:11][C:12]([CH3:13])([CH3:14])[CH3:15])=[O:10])[CH2:23][CH2:24]1. The catalyst class is: 38. (5) Reactant: [Br:1][C:2]1[CH:3]=[C:4]([C@H:8]([NH:23][CH3:24])[CH2:9][N:10]2[CH2:14][CH2:13][C@H:12]([O:15][Si:16]([C:19]([CH3:22])([CH3:21])[CH3:20])([CH3:18])[CH3:17])[CH2:11]2)[CH:5]=[CH:6][CH:7]=1.C(=O)([O-])[O-].[K+].[K+].[C:31](Cl)([O:33][CH2:34][C:35]1[CH:40]=[CH:39][CH:38]=[CH:37][CH:36]=1)=[O:32]. Product: [CH2:34]([O:33][C:31](=[O:32])[N:23]([C@@H:8]([C:4]1[CH:5]=[CH:6][CH:7]=[C:2]([Br:1])[CH:3]=1)[CH2:9][N:10]1[CH2:14][CH2:13][C@H:12]([O:15][Si:16]([C:19]([CH3:22])([CH3:21])[CH3:20])([CH3:17])[CH3:18])[CH2:11]1)[CH3:24])[C:35]1[CH:40]=[CH:39][CH:38]=[CH:37][CH:36]=1. The catalyst class is: 84. (6) Reactant: [H-].[Na+].[Br:3][C:4]1[CH:9]=[CH:8][CH:7]=[C:6]([CH2:10]Br)[N:5]=1.[C:12]([O:16][CH3:17])(=[O:15])[CH2:13][OH:14]. Product: [Br:3][C:4]1[N:5]=[C:6]([CH2:10][O:14][CH2:13][C:12]([O:16][CH3:17])=[O:15])[CH:7]=[CH:8][CH:9]=1. The catalyst class is: 3. (7) Reactant: [C:1]([O:4][C@H:5]1[O:51][C@@H:50]([CH2:52][O:53][C:54](=[O:56])[CH3:55])[C@@H:45]([O:46][C:47](=[O:49])[CH3:48])[C@H:40]([O:41][C:42](=[O:44])[CH3:43])[C@@H:6]1[O:7][C@H:8]1[O:34][C@H:33]([CH2:35][O:36][C:37](=[O:39])[CH3:38])[C@@H:19]([O:20][C:21](=[O:32])[NH:22][C:23]2C=CC([N+]([O-])=O)=CC=2)[C@H:14]([O:15][C:16](=[O:18])[CH3:17])[C@@H:9]1[O:10][C:11](=[O:13])[CH3:12])(=[O:3])[CH3:2].CN. Product: [C:1]([O:4][C@H:5]1[O:51][C@@H:50]([CH2:52][O:53][C:54](=[O:56])[CH3:55])[C@@H:45]([O:46][C:47](=[O:49])[CH3:48])[C@H:40]([O:41][C:42](=[O:44])[CH3:43])[C@@H:6]1[O:7][C@H:8]1[O:34][C@H:33]([CH2:35][O:36][C:37](=[O:39])[CH3:38])[C@@H:19]([O:20][C:21](=[O:32])[NH:22][CH3:23])[C@H:14]([O:15][C:16](=[O:18])[CH3:17])[C@@H:9]1[O:10][C:11](=[O:13])[CH3:12])(=[O:3])[CH3:2]. The catalyst class is: 1.